Task: Predict hERG channel inhibition at various concentrations.. Dataset: hERG Central: cardiac toxicity at 1µM, 10µM, and general inhibition (1) The compound is CCCOc1ccc(N2C(=O)CC(N3CCN(c4ccc([N+](=O)[O-])cc4)CC3)C2=O)cc1. Results: hERG_inhib (hERG inhibition (general)): blocker. (2) The molecule is Cc1ccn2c(=O)c(NC(=O)COc3ccccc3)c(C)nc2c1. Results: hERG_inhib (hERG inhibition (general)): blocker. (3) The drug is CCOc1ccccc1C(=O)N1CCC(n2nnc3cc(C(F)(F)F)ccc32)CC1. Results: hERG_inhib (hERG inhibition (general)): blocker. (4) The compound is Cc1ccc(NC(=O)c2cccc(S(=O)(=O)NCc3ccccc3)c2)nc1. Results: hERG_inhib (hERG inhibition (general)): blocker. (5) The drug is Cl.Fc1ccc(CN2C3=NCCCN3c3ccccc32)cc1. Results: hERG_inhib (hERG inhibition (general)): blocker.